This data is from Forward reaction prediction with 1.9M reactions from USPTO patents (1976-2016). The task is: Predict the product of the given reaction. (1) Given the reactants [CH:1]([N:4]1[C:8]([C:9]2[N:10]=[C:11]3[C:17]4[CH:18]=[CH:19][C:20]([C:22]([OH:24])=O)=[CH:21][C:16]=4[O:15][CH2:14][CH2:13][N:12]3[CH:25]=2)=[N:7][CH:6]=[N:5]1)([CH3:3])[CH3:2].[NH2:26][C:27]([CH3:31])([CH3:30])[CH2:28][OH:29], predict the reaction product. The product is: [OH:29][CH2:28][C:27]([NH:26][C:22]([C:20]1[CH:19]=[CH:18][C:17]2[C:11]3[N:12]([CH:25]=[C:9]([C:8]4[N:4]([CH:1]([CH3:3])[CH3:2])[N:5]=[CH:6][N:7]=4)[N:10]=3)[CH2:13][CH2:14][O:15][C:16]=2[CH:21]=1)=[O:24])([CH3:31])[CH3:30]. (2) Given the reactants Br[CH:2]([C:8]1[CH:18]=[CH:17][CH:16]=[CH:15][C:9]=1[C:10](OCC)=[O:11])[C:3]([O:5][CH2:6][CH3:7])=[O:4].[CH3:19][NH2:20].C1COCC1, predict the reaction product. The product is: [CH3:19][N:20]1[C:10](=[O:11])[C:9]2[C:8](=[CH:18][CH:17]=[CH:16][CH:15]=2)[CH:2]1[C:3]([O:5][CH2:6][CH3:7])=[O:4].